This data is from Full USPTO retrosynthesis dataset with 1.9M reactions from patents (1976-2016). The task is: Predict the reactants needed to synthesize the given product. (1) Given the product [NH:21]1[C:20]2[CH:22]=[CH:23][CH:24]=[C:25]([C:26]([NH2:28])=[O:27])[C:19]=2[N:18]=[CH:17]1, predict the reactants needed to synthesize it. The reactants are: C1([C@@H](N2C[C@H]3C[C@]2([C:17]2[NH:21][C:20]4[CH:22]=[CH:23][CH:24]=[C:25]([C:26]([NH2:28])=[O:27])[C:19]=4[N:18]=2)CCC3)C)C=CC=CC=1. (2) Given the product [Cl:1][C:2]1[CH:7]=[C:6]([F:8])[C:5]([N:9]2[C:14](=[O:15])[CH:13]=[C:12]([C:16]([F:19])([F:18])[F:17])[N:11]([CH3:20])[C:10]2=[O:21])=[CH:4][C:3]=1[N:22]=[C:23]1[N:27]([CH2:28][C:29]([OH:31])=[O:30])[C:26](=[O:36])[CH2:25][S:24]1, predict the reactants needed to synthesize it. The reactants are: [Cl:1][C:2]1[CH:7]=[C:6]([F:8])[C:5]([N:9]2[C:14](=[O:15])[CH:13]=[C:12]([C:16]([F:19])([F:18])[F:17])[N:11]([CH3:20])[C:10]2=[O:21])=[CH:4][C:3]=1[N:22]=[C:23]1[N:27]([CH2:28][C:29]([O:31]C(C)(C)C)=[O:30])[C:26](=[O:36])[CH2:25][S:24]1. (3) Given the product [CH3:1][C:2]1[CH:7]=[C:6]([CH3:8])[CH:5]=[CH:4][C:3]=1[N:9]([CH2:21][CH:22]([CH3:24])[CH3:23])[S:10]([C:13]1[CH:18]=[CH:17][CH:16]=[C:15]([CH2:19][O:20][CH2:28][C:29]2[CH:34]=[CH:33][N:32]=[CH:31][CH:30]=2)[CH:14]=1)(=[O:11])=[O:12], predict the reactants needed to synthesize it. The reactants are: [CH3:1][C:2]1[CH:7]=[C:6]([CH3:8])[CH:5]=[CH:4][C:3]=1[N:9]([CH2:21][CH:22]([CH3:24])[CH3:23])[S:10]([C:13]1[CH:18]=[CH:17][CH:16]=[C:15]([CH2:19][OH:20])[CH:14]=1)(=[O:12])=[O:11].[H-].[Na+].Br[CH2:28][C:29]1[CH:34]=[CH:33][N:32]=[CH:31][CH:30]=1. (4) Given the product [NH:39]1[CH:43]=[C:42]([C:44]([N:33]2[CH2:32][CH2:31][CH:30]([S:27]([C:24]3[CH:25]=[C:26]4[C:21](=[C:22]([CH3:2])[CH:23]=3)[N:20]=[CH:19][C:18]([C:36]([NH2:38])=[O:37])=[C:17]4[NH:16][C:12]3[CH:13]=[CH:14][CH:15]=[C:10]([O:9][CH3:8])[CH:11]=3)(=[O:28])=[O:29])[CH2:35][CH2:34]2)=[O:46])[N:41]=[CH:40]1, predict the reactants needed to synthesize it. The reactants are: F[C:2](F)(F)C(O)=O.[CH3:8][O:9][C:10]1[CH:11]=[C:12]([NH:16][C:17]2[C:26]3[C:21](=[CH:22][CH:23]=[C:24]([S:27]([CH:30]4[CH2:35][CH2:34][NH:33][CH2:32][CH2:31]4)(=[O:29])=[O:28])[CH:25]=3)[N:20]=[CH:19][C:18]=2[C:36]([NH2:38])=[O:37])[CH:13]=[CH:14][CH:15]=1.[NH:39]1[CH:43]=[C:42]([C:44]([OH:46])=O)[N:41]=[CH:40]1.F[P-](F)(F)(F)(F)F.N1(O[P+](N2CCCC2)(N2CCCC2)N2CCCC2)C2C=CC=CC=2N=N1.C(N(CC)C(C)C)(C)C. (5) Given the product [CH:4]1[C:17]2[CH:16]=[C:15]([C:18]3[C:27]4[C:22](=[CH:23][CH:24]=[CH:25][CH:26]=4)[CH:21]=[CH:20][C:19]=3[C:36]([OH:33])([CH3:37])[CH3:35])[C:14]3[C:9](=[CH:10][CH:11]=[CH:12][CH:13]=3)[C:8]=2[CH:7]=[CH:6][CH:5]=1, predict the reactants needed to synthesize it. The reactants are: C[Mg]Br.[CH:4]1[C:17]2[CH:16]=[C:15]([C:18]3[C:27]4[C:22](=[CH:23][CH:24]=[CH:25][CH:26]=4)[CH:21]=[CH:20][C:19]=3C(OCC)=O)[C:14]3[C:9](=[CH:10][CH:11]=[CH:12][CH:13]=3)[C:8]=2[CH:7]=[CH:6][CH:5]=1.[OH2:33].O1C[CH2:37][CH2:36][CH2:35]1. (6) Given the product [CH3:1][C:2]([CH3:36])([CH2:5][C@@:6]1([C:30]2[CH:35]=[CH:34][CH:33]=[CH:32][CH:31]=2)[O:11][C:10](=[O:12])[N:9]([C@H:13]([C:15]2[CH:20]=[CH:19][C:18]([C:38]3[CH:43]=[CH:42][N:41]([CH3:44])[C:40](=[O:45])[CH:39]=3)=[CH:17][CH:16]=2)[CH3:14])[CH2:8][CH2:7]1)[C:3]([NH2:4])=[O:49], predict the reactants needed to synthesize it. The reactants are: [CH3:1][C:2]([CH3:36])([CH2:5][C@@:6]1([C:30]2[CH:35]=[CH:34][CH:33]=[CH:32][CH:31]=2)[O:11][C:10](=[O:12])[N:9]([C@H:13]([C:15]2[CH:20]=[CH:19][C:18](B3OC(C)(C)C(C)(C)O3)=[CH:17][CH:16]=2)[CH3:14])[CH2:8][CH2:7]1)[C:3]#[N:4].Br[C:38]1[CH:43]=[CH:42][N:41]([CH3:44])[C:40](=[O:45])[CH:39]=1.OO.C([O-])([O-])=[O:49].[K+].[K+]. (7) Given the product [CH3:2][CH:3]1[CH:8]([C:9]([N:11]2[CH2:15][CH2:14][CH2:13][CH2:12]2)=[O:10])[CH2:7][CH2:6][N:5]([C:39]([NH:38][CH2:37][CH2:36][NH:35][C:33]([C:31]2[C:30]([C:48]([F:49])([F:50])[F:51])=[N:29][N:28]([C:22]3[CH:23]=[CH:24][CH:25]=[CH:26][CH:27]=3)[CH:32]=2)=[O:34])=[O:40])[CH2:4]1, predict the reactants needed to synthesize it. The reactants are: Cl.[CH3:2][CH:3]1[CH:8]([C:9]([N:11]2[CH2:15][CH2:14][CH2:13][CH2:12]2)=[O:10])[CH2:7][CH2:6][NH:5][CH2:4]1.C(=O)([O-])[O-].[K+].[K+].[C:22]1([N:28]2[CH:32]=[C:31]([C:33]([NH:35][CH2:36][CH2:37][NH:38][C:39](=O)[O:40]C3C=CC=CC=3)=[O:34])[C:30]([C:48]([F:51])([F:50])[F:49])=[N:29]2)[CH:27]=[CH:26][CH:25]=[CH:24][CH:23]=1. (8) Given the product [C:1]([O:9][C@H:10]1[C@H:14]([CH2:15][O:16][C:17](=[O:24])[C:18]2[CH:23]=[CH:22][CH:21]=[CH:20][CH:19]=2)[O:13][C@H:12]([N:25]2[CH:32]=[CH:31][C:29](=[O:30])[NH:28][C:26]2=[O:27])[C@@H:11]1[OH:33])(=[O:8])[C:2]1[CH:7]=[CH:6][CH:5]=[CH:4][CH:3]=1, predict the reactants needed to synthesize it. The reactants are: [C:1]([O:9][C@@H:10]1[C@H:14]([CH2:15][O:16][C:17](=[O:24])[C:18]2[CH:23]=[CH:22][CH:21]=[CH:20][CH:19]=2)[O:13][C@H:12]([N:25]2[CH:32]=[CH:31][C:29](=[O:30])[NH:28][C:26]2=[O:27])[C@H:11]1[OH:33])(=[O:8])[C:2]1[CH:7]=[CH:6][CH:5]=[CH:4][CH:3]=1.C1(N=C=NC2CCCCC2)CCCCC1.ClC(Cl)C(O)=O.C(O)(=O)C(O)=O. (9) The reactants are: [CH3:1][N:2]([CH3:18])[C:3]1[CH:8]=[CH:7][N:6]=[C:5]([C:9]2[CH:14]=[C:13]([OH:15])[CH:12]=[C:11]([CH2:16]O)[N:10]=2)[CH:4]=1.S(Cl)([Cl:21])=O. Given the product [Cl:21][CH2:16][C:11]1[N:10]=[C:9]([C:5]2[CH:4]=[C:3]([N:2]([CH3:18])[CH3:1])[CH:8]=[CH:7][N:6]=2)[CH:14]=[C:13]([OH:15])[CH:12]=1, predict the reactants needed to synthesize it. (10) Given the product [F:20][C:21]1[CH:26]=[CH:25][CH:24]=[CH:23][C:22]=1[C:27]1[C:28]([C:33]([N:3]2[CH2:4][C@H:5]3[C@H:1]([CH2:6]3)[C@H:2]2[CH2:7][NH:8][C:9]([C:11]2[N:18]3[C:14]([S:15][CH:16]=[CH:17]3)=[N:13][C:12]=2[CH3:19])=[O:10])=[O:34])=[CH:29][CH:30]=[CH:31][CH:32]=1, predict the reactants needed to synthesize it. The reactants are: [C@H:1]12[CH2:6][C@H:5]1[CH2:4][NH:3][C@@H:2]2[CH2:7][NH:8][C:9]([C:11]1[N:18]2[C:14]([S:15][CH:16]=[CH:17]2)=[N:13][C:12]=1[CH3:19])=[O:10].[F:20][C:21]1[CH:26]=[CH:25][CH:24]=[CH:23][C:22]=1[C:27]1[C:28]([C:33](O)=[O:34])=[CH:29][CH:30]=[CH:31][CH:32]=1.